Dataset: Reaction yield outcomes from USPTO patents with 853,638 reactions. Task: Predict the reaction yield, written as a fraction of the theoretical maximum amount of product (1.0 means a 100% yield; for example, 0.34 means a 34% yield). (1) The yield is 0.340. The reactants are C[O:2][C:3]([C:5]1[C:10]([NH2:11])=[N:9][CH:8]=[CH:7][N:6]=1)=O.[H-].C([Al+]CC(C)C)C(C)C. The catalyst is C1COCC1. The product is [NH2:11][C:10]1[C:5]([CH:3]=[O:2])=[N:6][CH:7]=[CH:8][N:9]=1. (2) The reactants are [O:1]=[C:2]1[NH:6][CH2:5][C@H:4]([C:7]([O:9][CH2:10][C:11]2[CH:16]=[CH:15][CH:14]=[CH:13][CH:12]=2)=[O:8])[N:3]1[C:17]([O:19][C:20]([CH3:23])([CH3:22])[CH3:21])=[O:18].[H-].[Na+].[CH3:26]I.[NH4+].[Cl-]. The catalyst is C1COCC1. The product is [CH3:26][N:6]1[CH2:5][C@H:4]([C:7]([O:9][CH2:10][C:11]2[CH:16]=[CH:15][CH:14]=[CH:13][CH:12]=2)=[O:8])[N:3]([C:17]([O:19][C:20]([CH3:23])([CH3:22])[CH3:21])=[O:18])[C:2]1=[O:1]. The yield is 0.670. (3) The reactants are C(O)(C(F)(F)F)=O.[CH2:8]([O:15][NH:16][C@H:17]1[CH2:22][N:21](C(OC(C)(C)C)=O)[C@H:20]([C:30]([O:32][CH2:33][CH3:34])=[O:31])[CH2:19][CH2:18]1)[C:9]1[CH:14]=[CH:13][CH:12]=[CH:11][CH:10]=1. The catalyst is C(Cl)Cl. The product is [CH2:8]([O:15][NH:16][C@H:17]1[CH2:22][NH:21][C@H:20]([C:30]([O:32][CH2:33][CH3:34])=[O:31])[CH2:19][CH2:18]1)[C:9]1[CH:10]=[CH:11][CH:12]=[CH:13][CH:14]=1. The yield is 0.950.